This data is from Forward reaction prediction with 1.9M reactions from USPTO patents (1976-2016). The task is: Predict the product of the given reaction. (1) Given the reactants [Cl:1][C:2]1[CH:7]=[CH:6][CH:5]=[CH:4][C:3]=1[C@H:8]([O:10][C:11]1[CH:15]=[C:14]([N:16]2[C:20]3[CH:21]=[C:22]([O:25][CH:26]4[CH2:31][CH2:30][NH:29][CH2:28][CH2:27]4)[CH:23]=[CH:24][C:19]=3[N:18]=[CH:17]2)[S:13][C:12]=1[C:32]([O:34]C)=O)[CH3:9].CO.[NH3:38], predict the reaction product. The product is: [Cl:1][C:2]1[CH:7]=[CH:6][CH:5]=[CH:4][C:3]=1[C@H:8]([O:10][C:11]1[CH:15]=[C:14]([N:16]2[C:20]3[CH:21]=[C:22]([O:25][CH:26]4[CH2:27][CH2:28][NH:29][CH2:30][CH2:31]4)[CH:23]=[CH:24][C:19]=3[N:18]=[CH:17]2)[S:13][C:12]=1[C:32]([NH2:38])=[O:34])[CH3:9]. (2) The product is: [Br:8][C:6]1[N:7]=[C:2]2[N:16]([CH2:14][CH3:15])[C:11](=[O:13])[CH2:10][NH:9][C:3]2=[N:4][CH:5]=1. Given the reactants Br[C:2]1[C:3]([NH:9][CH2:10][C:11]([OH:13])=O)=[N:4][CH:5]=[C:6]([Br:8])[N:7]=1.[CH2:14]([NH2:16])[CH3:15].P(=O)(O)(O)O, predict the reaction product. (3) The product is: [CH3:1][C:2]1[C:3](=[O:9])[CH2:4][CH2:5][CH2:6][C:7]=1[NH:10][C:11]1[CH:19]=[CH:18][C:14]([C:15]([NH2:17])=[O:16])=[CH:13][CH:12]=1. Given the reactants [CH3:1][CH:2]1[C:7](=O)[CH2:6][CH2:5][CH2:4][C:3]1=[O:9].[NH2:10][C:11]1[CH:19]=[CH:18][C:14]([C:15]([NH2:17])=[O:16])=[CH:13][CH:12]=1, predict the reaction product. (4) Given the reactants [Cl:1][C:2]1[C:7]([C:8]2([C:11]#N)[CH2:10][CH2:9]2)=[CH:6][C:5]([F:13])=[CH:4][N:3]=1.C(OCC)(=[O:16])C.[OH2:20], predict the reaction product. The product is: [Cl:1][C:2]1[C:7]([C:8]2([C:11]([OH:16])=[O:20])[CH2:10][CH2:9]2)=[CH:6][C:5]([F:13])=[CH:4][N:3]=1. (5) Given the reactants Cl[C:2]1[CH:7]=[C:6]([CH3:8])[N:5]=[C:4]([NH:9][C:10]2[CH:15]=[C:14]([C:16]#[N:17])[CH:13]=[CH:12][N:11]=2)[CH:3]=1.[O:18]1[CH2:23][CH:22]=[C:21](B2OC(C)(C)C(C)(C)O2)[CH2:20][CH2:19]1.C(=O)([O-])[O-].[K+].[K+], predict the reaction product. The product is: [O:18]1[CH2:19][CH:20]=[C:21]([C:2]2[CH:7]=[C:6]([CH3:8])[N:5]=[C:4]([NH:9][C:10]3[CH:15]=[C:14]([CH:13]=[CH:12][N:11]=3)[C:16]#[N:17])[CH:3]=2)[CH2:22][CH2:23]1.